Predict the reactants needed to synthesize the given product. From a dataset of Full USPTO retrosynthesis dataset with 1.9M reactions from patents (1976-2016). (1) Given the product [Cl:12][C:13]1[CH:22]=[C:21]([F:23])[CH:20]=[CH:19][C:14]=1[CH:15]([N:16]([CH3:18])[CH3:17])[C:10]1[C:9]2[C:4](=[CH:5][CH:6]=[CH:7][CH:8]=2)[NH:3][C:2]=1[CH3:1], predict the reactants needed to synthesize it. The reactants are: [CH3:1][C:2]1[NH:3][C:4]2[C:9]([CH:10]=1)=[CH:8][CH:7]=[CH:6][CH:5]=2.[Cl-].[Cl:12][C:13]1[CH:22]=[C:21]([F:23])[CH:20]=[CH:19][C:14]=1[CH:15]=[N+:16]([CH3:18])[CH3:17].ClC1C=C(F)C=CC=1C=O.CNC. (2) Given the product [Cl:1][C:2]1[N:3]([C@@H:13]2[O:19][C@H:18]([CH2:20][OH:21])[C@@H:16]([OH:17])[C@H:14]2[OH:15])[C:4]2[C:9]([C:10]=1[C:25](=[O:28])[CH2:26][CH3:27])=[CH:8][C:7]([Cl:11])=[C:6]([Cl:12])[CH:5]=2, predict the reactants needed to synthesize it. The reactants are: [Cl:1][C:2]1[N:3]([C@@H:13]2[O:19][C@H:18]([CH2:20][O:21]C(=O)C)[C@@H:16]([OH:17])[C@H:14]2[OH:15])[C:4]2[C:9]([CH:10]=1)=[CH:8][C:7]([Cl:11])=[C:6]([Cl:12])[CH:5]=2.[C:25](Cl)(=[O:28])[CH2:26][CH3:27]. (3) Given the product [F:1][C:2]1[C:3]([C:15]2[N:16]([CH:21]([CH3:23])[CH3:22])[C:17]([CH3:20])=[N:18][CH:19]=2)=[N:4][C:5]([NH:8][C@@H:9]2[CH2:13][CH2:12][C@H:11]([NH:14][S:32]([CH3:31])(=[O:34])=[O:33])[CH2:10]2)=[N:6][CH:7]=1, predict the reactants needed to synthesize it. The reactants are: [F:1][C:2]1[C:3]([C:15]2[N:16]([CH:21]([CH3:23])[CH3:22])[C:17]([CH3:20])=[N:18][CH:19]=2)=[N:4][C:5]([NH:8][C@H:9]2[CH2:13][CH2:12][C@@H:11]([NH2:14])[CH2:10]2)=[N:6][CH:7]=1.C(N(CC)CC)C.[CH3:31][S:32](Cl)(=[O:34])=[O:33].N. (4) Given the product [NH2:33][C:30]1[CH:29]=[CH:28][C:27]([CH2:26][N:12]([C:3]2[C:2]([Cl:1])=[CH:7][C:6]([C:8]([F:11])([F:10])[F:9])=[CH:5][N:4]=2)[S:13]([C:16]2[CH:17]=[CH:18][C:19]([C:20]([O:22][CH3:23])=[O:21])=[CH:24][CH:25]=2)(=[O:14])=[O:15])=[CH:32][CH:31]=1, predict the reactants needed to synthesize it. The reactants are: [Cl:1][C:2]1[C:3]([N:12]([CH2:26][C:27]2[CH:32]=[CH:31][C:30]([N+:33]([O-])=O)=[CH:29][CH:28]=2)[S:13]([C:16]2[CH:25]=[CH:24][C:19]([C:20]([O:22][CH3:23])=[O:21])=[CH:18][CH:17]=2)(=[O:15])=[O:14])=[N:4][CH:5]=[C:6]([C:8]([F:11])([F:10])[F:9])[CH:7]=1.Cl[Sn]Cl.